From a dataset of Full USPTO retrosynthesis dataset with 1.9M reactions from patents (1976-2016). Predict the reactants needed to synthesize the given product. (1) The reactants are: S(Cl)(Cl)=O.[CH:5]1([CH2:8][C:9]([OH:11])=O)[CH2:7][CH2:6]1.[Cl:12][C:13]1[C:14]([NH:21][CH2:22][C:23]2([CH2:26][O:27][C:28]3[CH:33]=[CH:32][CH:31]=[CH:30][CH:29]=3)[CH2:25][CH2:24]2)=[CH:15][N:16]=[N:17][C:18]=1[NH:19][NH2:20].C(=O)(O)[O-].[Na+]. Given the product [Cl:12][C:13]1[C:14]([NH:21][CH2:22][C:23]2([CH2:26][O:27][C:28]3[CH:33]=[CH:32][CH:31]=[CH:30][CH:29]=3)[CH2:25][CH2:24]2)=[CH:15][N:16]=[N:17][C:18]=1[NH:19][NH:20][C:9](=[O:11])[CH2:8][CH:5]1[CH2:6][CH2:7]1, predict the reactants needed to synthesize it. (2) The reactants are: [F:1][C:2]1[CH:10]=[C:9]2[C:5]([CH2:6][CH2:7][NH:8]2)=[CH:4][CH:3]=1.O=[CH:12][C:13]1[CH:21]=[CH:20][C:17]([O:18][CH3:19])=[C:15]([OH:16])[CH:14]=1.C(O[BH-](OC(=O)C)OC(=O)C)(=O)C.[Na+]. Given the product [F:1][C:2]1[CH:10]=[C:9]2[C:5]([CH2:6][CH2:7][N:8]2[CH2:12][C:13]2[CH:21]=[CH:20][C:17]([O:18][CH3:19])=[C:15]([OH:16])[CH:14]=2)=[CH:4][CH:3]=1, predict the reactants needed to synthesize it. (3) Given the product [F:25][C:13]1([F:12])[O:14][C:15]2[CH:21]=[CH:20][CH:19]=[C:18]([C:9]3[N:10]=[C:3]4[CH:2]=[CH:7][CH:6]=[CH:5][N:4]4[N:8]=3)[C:16]=2[O:17]1, predict the reactants needed to synthesize it. The reactants are: Br[C:2]1[C:3]2[N:4]([N:8]=[C:9](Cl)[N:10]=2)[CH:5]=[CH:6][CH:7]=1.[F:12][C:13]1([F:25])[O:17][C:16]2[CH:18]=[CH:19][CH:20]=[C:21](B(O)O)[C:15]=2[O:14]1. (4) The reactants are: N1C=CC=CC=1.[F:7][C:8]1([F:23])[CH2:10][CH:9]1[CH:11]([C:13]1[CH:18]=[CH:17][C:16]([C:19]([F:22])([F:21])[F:20])=[CH:15][CH:14]=1)[OH:12].[C:24](OC(=O)C)(=[O:26])[CH3:25].C(=O)(O)[O-].[Na+]. Given the product [C:24]([O:12][CH:11]([CH:9]1[CH2:10][C:8]1([F:23])[F:7])[C:13]1[CH:18]=[CH:17][C:16]([C:19]([F:20])([F:21])[F:22])=[CH:15][CH:14]=1)(=[O:26])[CH3:25], predict the reactants needed to synthesize it. (5) Given the product [F:22][C:18]1[CH:17]=[C:16]2[C:21]([C:13]([C:10]3[CH:11]=[CH:12][C:7]4[S:6](=[O:31])(=[O:30])[NH:5][CH:4]([C:1]([NH2:2])=[O:3])[C:8]=4[CH:9]=3)=[CH:14][NH:15]2)=[CH:20][CH:19]=1, predict the reactants needed to synthesize it. The reactants are: [C:1]([CH:4]1[C:8]2[CH:9]=[C:10]([C:13]3[C:21]4[C:16](=[CH:17][C:18]([F:22])=[CH:19][CH:20]=4)[N:15](C(OC(C)(C)C)=O)[CH:14]=3)[CH:11]=[CH:12][C:7]=2[S:6](=[O:31])(=[O:30])[NH:5]1)(=[O:3])[NH2:2].Cl.CCOC(C)=O. (6) Given the product [OH:35][CH:34]([CH3:39])[CH2:33][O:32][C:27]1[CH:26]=[C:25]2[C:30]([C:31]3[C:19]([C:3]4[CH:4]=[CH:5][CH:6]=[C:7]([N:8]5[C:17](=[O:18])[C:16]6[C:11](=[CH:12][CH:13]=[CH:14][CH:15]=6)[N:10]=[CH:9]5)[C:2]=4[CH3:1])=[CH:20][N:21]=[C:22]([C:36]([NH2:38])=[O:37])[C:23]=3[NH:24]2)=[CH:29][CH:28]=1, predict the reactants needed to synthesize it. The reactants are: [CH3:1][C:2]1[C:7]([N:8]2[C:17](=[O:18])[C:16]3[C:11](=[CH:12][CH:13]=[CH:14][CH:15]=3)[N:10]=[CH:9]2)=[CH:6][CH:5]=[CH:4][C:3]=1[C:19]1[C:31]2[C:30]3[C:25](=[CH:26][C:27]([O:32][CH2:33][CH:34]=[O:35])=[CH:28][CH:29]=3)[NH:24][C:23]=2[C:22]([C:36]([NH2:38])=[O:37])=[N:21][CH:20]=1.[CH3:39][Mg]Br. (7) Given the product [CH3:7][O:8][C:9]([C:11]1[C:12]([CH3:31])=[C:13](/[C:16](/[CH:18]2[CH2:23][CH2:22][N:21]([C:24]([O:26][C:27]([CH3:30])([CH3:29])[CH3:28])=[O:25])[CH2:20][CH2:19]2)=[CH:1]/[CH3:2])[S:14][CH:15]=1)=[O:10], predict the reactants needed to synthesize it. The reactants are: [CH3:1][C:2](C)([O-])C.[K+].[CH3:7][O:8][C:9]([C:11]1[C:12]([CH3:31])=[C:13]([C:16]([CH:18]2[CH2:23][CH2:22][N:21]([C:24]([O:26][C:27]([CH3:30])([CH3:29])[CH3:28])=[O:25])[CH2:20][CH2:19]2)=O)[S:14][CH:15]=1)=[O:10].